Task: Predict the product of the given reaction.. Dataset: Forward reaction prediction with 1.9M reactions from USPTO patents (1976-2016) (1) Given the reactants [NH2:1][C@H:2]([C@H:15]([C:17]1[C:25]2[C:20](=[CH:21][CH:22]=[CH:23][CH:24]=2)[NH:19][CH:18]=1)[CH3:16])[C:3]([O:5][CH2:6][C:7]1[CH:12]=[CH:11][C:10]([O:13][CH3:14])=[CH:9][CH:8]=1)=[O:4].C(N(CC)C(C)C)(C)C.C1C(=O)N(OC(ON2C(=O)CCC2=O)=O)[C:37](=[O:38])C1.[O:53]=[C:54]1[CH2:59][NH:58][CH2:57][C:56](=[O:60])[N:55]1[C:61]1[CH:66]=[CH:65][CH:64]=[CH:63][CH:62]=1, predict the reaction product. The product is: [O:60]=[C:56]1[N:55]([C:61]2[CH:66]=[CH:65][CH:64]=[CH:63][CH:62]=2)[C:54](=[O:53])[CH2:59][N:58]([C:37]([NH:1][C@H:2]([C@H:15]([C:17]2[C:25]3[C:20](=[CH:21][CH:22]=[CH:23][CH:24]=3)[NH:19][CH:18]=2)[CH3:16])[C:3]([O:5][CH2:6][C:7]2[CH:12]=[CH:11][C:10]([O:13][CH3:14])=[CH:9][CH:8]=2)=[O:4])=[O:38])[CH2:57]1. (2) Given the reactants [O-]CC.[Na+].[C:5]([O:9][C:10](=[O:38])[NH:11][CH2:12][C:13]([NH:15][C:16]1[C:20]([C:21](=[O:23])[NH2:22])=[C:19]([NH:24][C:25]2[CH:30]=[CH:29][CH:28]=[CH:27][CH:26]=2)[N:18]([CH2:31][C:32]2[CH:37]=[CH:36][CH:35]=[CH:34][CH:33]=2)[N:17]=1)=O)([CH3:8])([CH3:7])[CH3:6], predict the reaction product. The product is: [CH2:31]([N:18]1[C:19]([NH:24][C:25]2[CH:30]=[CH:29][CH:28]=[CH:27][CH:26]=2)=[C:20]2[C:16]([N:15]=[C:13]([CH2:12][NH:11][C:10](=[O:38])[O:9][C:5]([CH3:6])([CH3:7])[CH3:8])[NH:22][C:21]2=[O:23])=[N:17]1)[C:32]1[CH:33]=[CH:34][CH:35]=[CH:36][CH:37]=1. (3) Given the reactants [C:1]([NH:4][N:5]=[C:6]([C:15]#[N:16])[C:7]1[CH:12]=[CH:11][C:10]([Cl:13])=[CH:9][C:8]=1[Cl:14])(=[NH:3])[NH2:2].C([OH:20])CC, predict the reaction product. The product is: [NH2:3][C:1]1[N:4]=[N:5][C:6]([C:7]2[CH:12]=[CH:11][C:10]([Cl:13])=[CH:9][C:8]=2[Cl:14])=[C:15]([NH2:16])[N:2]=1.[Cl:14][C:8]1[CH:9]=[C:10]([Cl:13])[CH:11]=[CH:12][C:7]=1[C:6]([C:15]#[N:16])=[O:20]. (4) Given the reactants [CH:1]1([C:4]([CH:35]2[CH2:37][CH2:36]2)([C:12]2[S:13][C:14]([C:17]3[CH:22]=[C:21]([NH:23][C:24]4[N:29]=[C:28]([C:30]([F:33])([F:32])[F:31])[CH:27]=[CH:26][N:25]=4)[CH:20]=[C:19]([CH3:34])[CH:18]=3)=[CH:15][N:16]=2)[NH:5][S@@](C(C)(C)C)=O)[CH2:3][CH2:2]1.Cl, predict the reaction product. The product is: [NH2:5][C:4]([CH:35]1[CH2:37][CH2:36]1)([CH:1]1[CH2:3][CH2:2]1)[C:12]1[S:13][C:14]([C:17]2[CH:22]=[C:21]([NH:23][C:24]3[N:29]=[C:28]([C:30]([F:33])([F:32])[F:31])[CH:27]=[CH:26][N:25]=3)[CH:20]=[C:19]([CH3:34])[CH:18]=2)=[CH:15][N:16]=1.